Dataset: Catalyst prediction with 721,799 reactions and 888 catalyst types from USPTO. Task: Predict which catalyst facilitates the given reaction. Reactant: [NH2:1][C:2]1([C:6]2[CH:11]=[CH:10][C:9]([C:12]3[O:20][C:19]4[C:18]([Br:21])=[CH:17][NH:16][C:15](=[O:22])[C:14]=4[C:13]=3[C:23]3[CH:28]=[CH:27][CH:26]=[CH:25][CH:24]=3)=[CH:8][CH:7]=2)[CH2:5][CH2:4][CH2:3]1.[C:29](O[C:29]([O:31][C:32]([CH3:35])([CH3:34])[CH3:33])=[O:30])([O:31][C:32]([CH3:35])([CH3:34])[CH3:33])=[O:30].C(=O)([O-])[O-].[K+].[K+].CI. Product: [Br:21][C:18]1[C:19]2[O:20][C:12]([C:9]3[CH:8]=[CH:7][C:6]([C:2]4([NH:1][C:29](=[O:30])[O:31][C:32]([CH3:35])([CH3:34])[CH3:33])[CH2:5][CH2:4][CH2:3]4)=[CH:11][CH:10]=3)=[C:13]([C:23]3[CH:28]=[CH:27][CH:26]=[CH:25][CH:24]=3)[C:14]=2[C:15](=[O:22])[NH:16][CH:17]=1. The catalyst class is: 118.